Task: Predict the reaction yield, written as a fraction of the theoretical maximum amount of product (1.0 means a 100% yield; for example, 0.34 means a 34% yield).. Dataset: Reaction yield outcomes from USPTO patents with 853,638 reactions (1) The reactants are Cl[C:2]1C=C(C=CC=1Cl)CC1CC2CCC1C[NH:9]2.C[N:19]1[C:23](C)=[C:22](C=[O:26])[C:21](=[O:27])N1C1C=CC=CC=1.[BH-]([O:43][C:44]([CH3:46])=[O:45])([O:43][C:44]([CH3:46])=[O:45])[O:43][C:44]([CH3:46])=[O:45].[Na+].Cl[CH2:49][CH2:50]Cl. No catalyst specified. The product is [NH4+:9].[OH-:26].[CH3:2][O:43][C:44](=[O:45])[C:46]1[CH:50]=[CH:49][C:23]([NH2:19])=[CH:22][C:21]=1[OH:27]. The yield is 0.100. (2) The reactants are [Br:1][C:2]1[CH:3]=[C:4]2[C:13](=[CH:14][CH:15]=1)[CH:12]1[CH2:16][CH:10]([CH2:11]1)[N:9]1[C:5]2=[N:6][C:7](I)=[CH:8]1.C[Si](N[Si](C)(C)C)(C)C.C[N:28](C)[CH:29]=[O:30]. No catalyst specified. The product is [Br:1][C:2]1[CH:3]=[C:4]2[C:13](=[CH:14][CH:15]=1)[CH:12]1[CH2:16][CH:10]([CH2:11]1)[N:9]1[C:5]2=[N:6][C:7]([C:29]([NH2:28])=[O:30])=[CH:8]1. The yield is 0.830. (3) The reactants are [OH:1][C:2]([CH3:35])([CH3:34])[CH2:3][C@@:4]1([C:28]2[CH:33]=[CH:32][CH:31]=[CH:30][CH:29]=2)[O:9][C:8](=[O:10])[N:7]([C@H:11]([C:13]2[CH:18]=[CH:17][C:16](B3OC(C)(C)C(C)(C)O3)=[CH:15][CH:14]=2)[CH3:12])[CH2:6][CH2:5]1.Br[C:37]1[CH:38]=[N:39][C:40]([N:43]2[CH:47]=[CH:46][N:45]=[CH:44]2)=[N:41][CH:42]=1.C([O-])([O-])=O.[Cs+].[Cs+].O. The catalyst is C1C=CC(P(C2C=CC=CC=2)[C-]2C=CC=C2)=CC=1.C1C=CC(P(C2C=CC=CC=2)[C-]2C=CC=C2)=CC=1.Cl[Pd]Cl.[Fe+2].O1CCOCC1. The product is [N:43]1([C:40]2[N:39]=[CH:38][C:37]([C:16]3[CH:15]=[CH:14][C:13]([C@@H:11]([N:7]4[CH2:6][CH2:5][C@:4]([CH2:3][C:2]([OH:1])([CH3:34])[CH3:35])([C:28]5[CH:33]=[CH:32][CH:31]=[CH:30][CH:29]=5)[O:9][C:8]4=[O:10])[CH3:12])=[CH:18][CH:17]=3)=[CH:42][N:41]=2)[CH:47]=[CH:46][N:45]=[CH:44]1. The yield is 0.580. (4) The reactants are [CH3:1][S:2]([C:5]1[CH:25]=[CH:24][C:8]([O:9][C:10]2[C:15]3[CH2:16][C:17]([CH3:20])([CH3:19])[O:18][C:14]=3[CH:13]=[C:12]([C:21](O)=[O:22])[CH:11]=2)=[CH:7][CH:6]=1)(=[O:4])=[O:3].CC[N:28](CC)CC.N[C:34]1[C:39]([C:40]([NH2:42])=[O:41])=[CH:38][N:37]=[CH:36][CH:35]=1.CN(C(ON1N=NC2C=CC=NC1=2)=[N+](C)C)C.F[P-](F)(F)(F)(F)F. The catalyst is CN(C=O)C. The product is [CH3:1][S:2]([C:5]1[CH:25]=[CH:24][C:8]([O:9][C:10]2[C:15]3[CH2:16][C:17]([CH3:20])([CH3:19])[O:18][C:14]=3[CH:13]=[C:12]([C:21]([NH:28][C:36]3[CH:35]=[CH:34][C:39]([C:40]([NH2:42])=[O:41])=[CH:38][N:37]=3)=[O:22])[CH:11]=2)=[CH:7][CH:6]=1)(=[O:4])=[O:3]. The yield is 0.380.